Predict the reaction yield, written as a fraction of the theoretical maximum amount of product (1.0 means a 100% yield; for example, 0.34 means a 34% yield). From a dataset of Reaction yield outcomes from USPTO patents with 853,638 reactions. (1) The reactants are C(O)(C(F)(F)F)=O.[CH3:8][O:9][C:10]1[CH:62]=[CH:61][C:13]([CH2:14][N:15]([CH2:52][C:53]2[CH:58]=[CH:57][C:56]([O:59][CH3:60])=[CH:55][CH:54]=2)[C:16]2[N:21]=[C:20]([CH3:22])[N:19]=[C:18]([C:23]3[CH:24]=[C:25]([CH2:38][N:39]4[CH2:44][CH2:43][N:42](C(OC(C)(C)C)=O)[CH2:41][CH2:40]4)[CH:26]=[N:27][C:28]=3[NH:29][C:30]3[CH:31]=[N:32][C:33]([O:36][CH3:37])=[N:34][CH:35]=3)[N:17]=2)=[CH:12][CH:11]=1.C(N(CC)CC)C.[CH3:70][S:71](Cl)(=[O:73])=[O:72]. The catalyst is ClCCl. The product is [CH3:8][O:9][C:10]1[CH:62]=[CH:61][C:13]([CH2:14][N:15]([CH2:52][C:53]2[CH:58]=[CH:57][C:56]([O:59][CH3:60])=[CH:55][CH:54]=2)[C:16]2[N:17]=[C:18]([C:23]3[C:28]([NH:29][C:30]4[CH:31]=[N:32][C:33]([O:36][CH3:37])=[N:34][CH:35]=4)=[N:27][CH:26]=[C:25]([CH2:38][N:39]4[CH2:44][CH2:43][N:42]([S:71]([CH3:70])(=[O:73])=[O:72])[CH2:41][CH2:40]4)[CH:24]=3)[N:19]=[C:20]([CH3:22])[N:21]=2)=[CH:12][CH:11]=1. The yield is 0.691. (2) The reactants are [C:1]([C:3]1[CH:51]=[CH:50][C:6]([C:7](/[N:9]=[C:10]2/[N:11]([C@@H:28]3[CH2:33][CH2:32][C@H:31]([C:34]([N:36]4[CH2:41][CH2:40][N:39](C(OC(C)(C)C)=O)[CH2:38][C@H:37]4[CH3:49])=[O:35])[CH2:30][CH2:29]3)[C:12]3[CH:17]=[C:16]([O:18][CH2:19][CH2:20][N:21]4[CH2:26][CH2:25][CH2:24][CH2:23][CH2:22]4)[N:15]=[CH:14][C:13]=3[NH:27]/2)=[O:8])=[CH:5][CH:4]=1)#[N:2].Cl. No catalyst specified. The product is [C:1]([C:3]1[CH:4]=[CH:5][C:6]([C:7](/[N:9]=[C:10]2/[N:11]([C@H:28]3[CH2:29][CH2:30][C@@H:31]([C:34]([N:36]4[CH2:41][CH2:40][NH:39][CH2:38][C@H:37]4[CH3:49])=[O:35])[CH2:32][CH2:33]3)[C:12]3[CH:17]=[C:16]([O:18][CH2:19][CH2:20][N:21]4[CH2:22][CH2:23][CH2:24][CH2:25][CH2:26]4)[N:15]=[CH:14][C:13]=3[NH:27]/2)=[O:8])=[CH:50][CH:51]=1)#[N:2]. The yield is 0.167. (3) The reactants are [F:1][C:2]([F:34])([F:33])[C:3]1[CH:8]=[CH:7][C:6]([C:9]2[CH:10]=[C:11]([CH:30]=[CH:31][CH:32]=2)[CH2:12][O:13][C:14]2[CH:19]=[CH:18][C:17](/[CH:20]=[CH:21]/[C:22]([O:24][CH3:25])=[O:23])=[C:16]([O:26][CH2:27][C:28]#[CH:29])[CH:15]=2)=[CH:5][CH:4]=1.C1CCN2C(=NCCC2)CC1.O.CCOC(C)=O.[N+:53]([CH3:56])([O-:55])=[O:54]. No catalyst specified. The product is [F:1][C:2]([F:33])([F:34])[C:3]1[CH:4]=[CH:5][C:6]([C:9]2[CH:10]=[C:11]([CH:30]=[CH:31][CH:32]=2)[CH2:12][O:13][C:14]2[CH:19]=[CH:18][C:17]([CH:20]([CH2:56][N+:53]([O-:55])=[O:54])[CH2:21][C:22]([O:24][CH3:25])=[O:23])=[C:16]([O:26][CH2:27][C:28]#[CH:29])[CH:15]=2)=[CH:7][CH:8]=1. The yield is 0.170.